From a dataset of Forward reaction prediction with 1.9M reactions from USPTO patents (1976-2016). Predict the product of the given reaction. (1) The product is: [CH2:1]([O:8][N:9]1[C:14]2[N:15]=[CH:16][N:17]=[C:18]([CH3:19])[C:13]=2[C:12]([NH:50][CH2:49][C:45]2[NH:44][CH:48]=[CH:47][N:46]=2)=[CH:11][C:10]1=[O:26])[C:2]1[CH:3]=[CH:4][CH:5]=[CH:6][CH:7]=1. Given the reactants [CH2:1]([O:8][N:9]1[C:14]2[N:15]=[CH:16][N:17]=[C:18]([CH3:19])[C:13]=2[C:12](O)=[C:11](C(OCC)=O)[C:10]1=[O:26])[C:2]1[CH:7]=[CH:6][CH:5]=[CH:4][CH:3]=1.FC(F)(F)S(OS(C(F)(F)F)(=O)=O)(=O)=O.Cl.Cl.[NH:44]1[CH:48]=[CH:47][N:46]=[C:45]1[CH2:49][NH2:50].[OH-].[Na+].Cl, predict the reaction product. (2) Given the reactants O=S(Cl)Cl.[CH3:5][O:6][C:7]1[CH:8]=[C:9]2[C:14](=[CH:15][CH:16]=1)[CH:13]=[C:12]([C:17]([OH:19])=O)[CH:11]=[CH:10]2.CCN(CC)CC.Cl.[CH3:28][NH:29][O:30][CH3:31], predict the reaction product. The product is: [CH3:31][O:30][N:29]([CH3:28])[C:17]([C:12]1[CH:11]=[CH:10][C:9]2[C:14](=[CH:15][CH:16]=[C:7]([O:6][CH3:5])[CH:8]=2)[CH:13]=1)=[O:19]. (3) Given the reactants [CH3:1][C:2]([CH2:6][CH2:7][CH3:8])=[CH:3][CH:4]=[O:5].[C:9](OC(=O)C)(=[O:11])[CH3:10], predict the reaction product. The product is: [C:9]([O:5][CH2:4][CH:3]=[C:2]([CH3:1])[CH2:6][CH2:7][CH3:8])(=[O:11])[CH3:10].